This data is from Forward reaction prediction with 1.9M reactions from USPTO patents (1976-2016). The task is: Predict the product of the given reaction. (1) Given the reactants Br[CH2:2][C:3]([O:5][CH2:6][CH3:7])=[O:4].[CH3:8][O:9][C:10]1[C:11]([N:16]=[C:17](SC)[S:18][CH3:19])=[N:12][CH:13]=[CH:14][N:15]=1.O, predict the reaction product. The product is: [CH3:8][O:9][C:10]1[C:11]2[N:12]([C:2]([C:3]([O:5][CH2:6][CH3:7])=[O:4])=[C:17]([S:18][CH3:19])[N:16]=2)[CH:13]=[CH:14][N:15]=1. (2) Given the reactants [CH3:1][O:2][CH2:3][CH2:4][O:5][C:6]1[CH:11]=[CH:10][CH:9]=[C:8]([N+:12]([O-])=O)[C:7]=1[NH2:15].[OH-].[Na+], predict the reaction product. The product is: [CH3:1][O:2][CH2:3][CH2:4][O:5][C:6]1[CH:11]=[CH:10][CH:9]=[C:8]([NH2:12])[C:7]=1[NH2:15]. (3) The product is: [Br:14][C:10]1[C:11]([F:13])=[CH:12][C:7]([CH:19]=[O:20])=[C:8]([F:15])[CH:9]=1. Given the reactants C([Li])CCC.Br[C:7]1[CH:12]=[C:11]([F:13])[C:10]([Br:14])=[CH:9][C:8]=1[F:15].CN([CH:19]=[O:20])C.C(OCC)(=O)C, predict the reaction product. (4) The product is: [CH3:1][N:2]1[C:6]([CH2:7][CH2:8][OH:9])=[CH:5][CH:4]=[N:3]1. Given the reactants [CH3:1][N:2]1[C:6]([CH2:7][CH2:8][O:9]C2C=CC(C3CCN(C4C=CC5N(C(C(F)(F)F)=NN=5)N=4)CC3)=CC=2)=[CH:5][CH:4]=[N:3]1.C([Li])CCC.CN1C=CC=N1.O1CC1, predict the reaction product. (5) Given the reactants CS(O[CH2:6][C@H:7]1[O:12][CH2:11][C@@H:10]([C:13]2[CH:18]=[CH:17][CH:16]=[CH:15][CH:14]=2)[N:9]([C:19]2[CH:20]=[CH:21][C:22]3[O:23][CH2:24][C:25](=[O:29])[NH:26][C:27]=3[N:28]=2)[CH2:8]1)(=O)=O.[C-:30]#[N:31].[Na+], predict the reaction product. The product is: [O:29]=[C:25]1[CH2:24][O:23][C:22]2[CH:21]=[CH:20][C:19]([N:9]3[C@H:10]([C:13]4[CH:14]=[CH:15][CH:16]=[CH:17][CH:18]=4)[CH2:11][O:12][C@H:7]([CH2:6][C:30]#[N:31])[CH2:8]3)=[N:28][C:27]=2[NH:26]1. (6) Given the reactants [F:1][CH:2]([F:16])[O:3][C:4]1[CH:9]=[CH:8][C:7]([C:10]#[C:11][Si](C)(C)C)=[CH:6][CH:5]=1.C(=O)([O-])[O-].[Cs+].[Cs+], predict the reaction product. The product is: [F:1][CH:2]([F:16])[O:3][C:4]1[CH:9]=[CH:8][C:7]([C:10]#[CH:11])=[CH:6][CH:5]=1. (7) Given the reactants Cl[C:2]1[C:3]2[C:4]3[O:15][CH:14]=[CH:13][C:5]=3[C:6](=[O:12])[NH:7][C:8]=2[N:9]=[CH:10][CH:11]=1.[NH2:16][C:17]1[CH:22]=[CH:21][CH:20]=[CH:19][CH:18]=1.CC(C1C=C(C(C)C)C(C2C=CC=CC=2P(C2CCCCC2)C2CCCCC2)=C(C(C)C)C=1)C.C([O-])([O-])=O.[K+].[K+], predict the reaction product. The product is: [C:17]1([NH:16][C:2]2[C:3]3[C:4]4[O:15][CH:14]=[CH:13][C:5]=4[C:6](=[O:12])[NH:7][C:8]=3[N:9]=[CH:10][CH:11]=2)[CH:22]=[CH:21][CH:20]=[CH:19][CH:18]=1. (8) Given the reactants Cl[C:2]1[CH:11]=[C:10]([Cl:12])[C:9]2[C:4](=[C:5]([CH3:15])[C:6]([O:13][CH3:14])=[CH:7][CH:8]=2)[N:3]=1.[O:16]1[CH2:21][CH2:20][N:19]([CH2:22][CH2:23][N:24]2[CH:28]=[C:27](B(O)O)[CH:26]=[N:25]2)[CH2:18][CH2:17]1.ClC1C2C(=C(C)C(OC)=CC=2)N=C(C2C=NN(CC)C=2)C=1, predict the reaction product. The product is: [Cl:12][C:10]1[C:9]2[C:4](=[C:5]([CH3:15])[C:6]([O:13][CH3:14])=[CH:7][CH:8]=2)[N:3]=[C:2]([C:27]2[CH:26]=[N:25][N:24]([CH2:23][CH2:22][N:19]3[CH2:20][CH2:21][O:16][CH2:17][CH2:18]3)[CH:28]=2)[CH:11]=1. (9) Given the reactants C(OC([N:8]1[CH2:13][CH2:12][N:11]([CH2:14][C:15]2[CH:20]=[CH:19][CH:18]=[C:17]([C:21]3[CH:26]=[CH:25][N:24]=[C:23](Cl)[N:22]=3)[CH:16]=2)[CH:10]([CH2:28][CH2:29][CH3:30])[CH2:9]1)=O)(C)(C)C.[NH2:31][CH2:32][CH2:33][C:34]1[CH:39]=[CH:38][C:37]([OH:40])=[CH:36][CH:35]=1, predict the reaction product. The product is: [CH2:28]([CH:10]1[CH2:9][NH:8][CH2:13][CH2:12][N:11]1[CH2:14][C:15]1[CH:16]=[C:17]([C:21]2[CH:26]=[CH:25][N:24]=[C:23]([NH:31][CH2:32][CH2:33][C:34]3[CH:39]=[CH:38][C:37]([OH:40])=[CH:36][CH:35]=3)[N:22]=2)[CH:18]=[CH:19][CH:20]=1)[CH2:29][CH3:30].